This data is from Peptide-MHC class II binding affinity with 134,281 pairs from IEDB. The task is: Regression. Given a peptide amino acid sequence and an MHC pseudo amino acid sequence, predict their binding affinity value. This is MHC class II binding data. (1) The peptide sequence is CQFSRPSPIGYLGLL. The MHC is DRB1_0101 with pseudo-sequence DRB1_0101. The binding affinity (normalized) is 0.707. (2) The peptide sequence is EKKYFAATQFIPLAA. The MHC is HLA-DPA10103-DPB10601 with pseudo-sequence HLA-DPA10103-DPB10601. The binding affinity (normalized) is 0.987. (3) The peptide sequence is ANGYFSGHVIPACKN. The MHC is DRB1_1302 with pseudo-sequence DRB1_1302. The binding affinity (normalized) is 0.326.